From a dataset of Full USPTO retrosynthesis dataset with 1.9M reactions from patents (1976-2016). Predict the reactants needed to synthesize the given product. (1) Given the product [C:51]([O:50][C:48](=[O:49])[CH2:47][N:8]([C:9]1[CH:14]=[CH:13][C:12]([C:15]2([OH:45])[C:28]3[CH:27]=[C:26]([F:29])[C:25]([O:30][CH2:31][O:32][CH2:33][CH2:34][O:35][CH3:36])=[CH:24][C:23]=3[O:22][C:21]3[C:16]2=[CH:17][C:18]([F:44])=[C:19]([O:37][CH2:38][O:39][CH2:40][CH2:41][O:42][CH3:43])[CH:20]=3)=[CH:11][C:10]=1[O:46][CH2:59][C:60]([O:62][CH2:63][C:64]1[CH:69]=[CH:68][CH:67]=[CH:66][CH:65]=1)=[O:61])[CH2:7][C:6]([O:5][C:1]([CH3:4])([CH3:3])[CH3:2])=[O:55])([CH3:54])([CH3:53])[CH3:52], predict the reactants needed to synthesize it. The reactants are: [C:1]([O:5][C:6](=[O:55])[CH2:7][N:8]([CH2:47][C:48]([O:50][C:51]([CH3:54])([CH3:53])[CH3:52])=[O:49])[C:9]1[CH:14]=[CH:13][C:12]([C:15]2([OH:45])[C:28]3[CH:27]=[C:26]([F:29])[C:25]([O:30][CH2:31][O:32][CH2:33][CH2:34][O:35][CH3:36])=[CH:24][C:23]=3[O:22][C:21]3[C:16]2=[CH:17][C:18]([F:44])=[C:19]([O:37][CH2:38][O:39][CH2:40][CH2:41][O:42][CH3:43])[CH:20]=3)=[CH:11][C:10]=1[OH:46])([CH3:4])([CH3:3])[CH3:2].[H-].[Na+].Br[CH2:59][C:60]([O:62][CH2:63][C:64]1[CH:69]=[CH:68][CH:67]=[CH:66][CH:65]=1)=[O:61]. (2) Given the product [CH3:38][O:37][C:35](=[O:36])[C:34]1[CH:39]=[CH:40][CH:41]=[CH:42][C:33]=1[NH:30][C:31]([N:16]([C:12]1[N:11]=[C:10]([C:7]2[CH:6]=[CH:5][C:4]([CH:1]([CH3:3])[CH3:2])=[CH:9][CH:8]=2)[CH:15]=[CH:14][N:13]=1)[CH2:17][C:18]1[S:19][CH:20]=[CH:21][CH:22]=1)=[O:32], predict the reactants needed to synthesize it. The reactants are: [CH:1]([C:4]1[CH:9]=[CH:8][C:7]([C:10]2[CH:15]=[CH:14][N:13]=[C:12]([NH:16][CH2:17][C:18]3[S:19][CH:20]=[CH:21][CH:22]=3)[N:11]=2)=[CH:6][CH:5]=1)([CH3:3])[CH3:2].C(N(CC)CC)C.[N:30]([C:33]1[CH:42]=[CH:41][CH:40]=[CH:39][C:34]=1[C:35]([O:37][CH3:38])=[O:36])=[C:31]=[O:32]. (3) Given the product [Br:1][C:2]1[CH:3]=[CH:4][C:5]([C:8]([CH:10]2[CH2:11][CH2:12][N:13]([C:30]3([CH3:32])[CH2:54][CH2:53][N:52]([C:47]([C:40]4[C:41]5[C:46](=[CH:45][CH:44]=[CH:43][CH:42]=5)[N:37]=[CH:38][CH:39]=4)=[O:49])[CH2:51][CH2:50]3)[CH2:14][CH2:15]2)=[CH2:9])=[CH:6][CH:7]=1, predict the reactants needed to synthesize it. The reactants are: [Br:1][C:2]1[CH:7]=[CH:6][C:5]([C:8]([C:10]2(C3(C)CCN(C(OC(C)(C)C)=O)CC3)[CH2:15][CH2:14][NH:13][CH2:12][CH2:11]2)=[CH2:9])=[CH:4][CH:3]=1.[C:30](O)([C:32](F)(F)F)=O.[N:37]1[C:46]2[C:41](=[CH:42][CH:43]=[CH:44][CH:45]=2)[C:40]([C:47]([OH:49])=O)=[CH:39][CH:38]=1.[CH3:50][CH2:51][N:52](CC)[CH2:53][CH3:54].CN(C(ON1N=NC2C=CC=NC1=2)=[N+](C)C)C.F[P-](F)(F)(F)(F)F. (4) Given the product [C:9]([O:11][CH2:9][CH2:8][CH2:7][CH2:3][CH2:2][CH2:16][CH2:12][CH3:13])(=[O:10])[C:8]1[C:12](=[CH:16][C:2](=[C:3]([CH:7]=1)[C:4]([O:6][CH2:19][CH2:20][CH2:21][CH2:22][CH2:23][CH2:24][CH2:25][CH3:26])=[O:5])[C:1]([O:18][CH2:19][CH2:20][CH2:21][CH2:22][CH2:23][CH2:24][CH2:25][CH3:26])=[O:17])[C:13]([O:15][CH2:19][CH2:20][CH2:21][CH2:22][CH2:23][CH2:24][CH2:25][CH3:26])=[O:14], predict the reactants needed to synthesize it. The reactants are: [C:1]([OH:18])(=[O:17])[C:2]1[C:3](=[CH:7][C:8](=[C:12]([CH:16]=1)[C:13]([OH:15])=[O:14])[C:9]([OH:11])=[O:10])[C:4]([OH:6])=[O:5].[CH2:19](O)[CH2:20][CH2:21][CH2:22][CH2:23][CH2:24][CH2:25][CH3:26]. (5) Given the product [CH2:31]([O:38][C:39]([N:41]1[CH2:49][C:48]2[C:43](=[CH:44][CH:45]=[CH:46][CH:47]=2)[C@H:42]1[C:50]1[CH:55]=[C:54]([Cl:56])[CH:53]=[CH:52][C:51]=1[O:57][CH2:58][C:59]([O:61][CH2:62][CH3:63])=[O:60])=[O:40])[C:32]1[CH:37]=[CH:36][CH:35]=[CH:34][CH:33]=1, predict the reactants needed to synthesize it. The reactants are: C(OC(N1CC2C(=CC=CC=2)C1C1C=C(Cl)C=CC=1OCC(OCC)=O)=O)(C)(C)C.[CH2:31]([O:38][C:39]([N:41]1[CH2:49][C:48]2[C:43](=[CH:44][CH:45]=[CH:46][CH:47]=2)[CH:42]1[C:50]1[CH:55]=[C:54]([Cl:56])[CH:53]=[CH:52][C:51]=1[O:57][CH2:58][C:59]([O:61][CH2:62][CH3:63])=[O:60])=[O:40])[C:32]1[CH:37]=[CH:36][CH:35]=[CH:34][CH:33]=1. (6) Given the product [Cl:1][C:2]1[C:3]([C@H:9]2[CH2:12][CH2:11][C@H:10]2[NH:13][C:14](=[O:25])[C:15]2[CH:20]=[CH:19][CH:18]=[CH:17][C:16]=2[C:21]([F:23])([F:24])[F:22])=[N:4][CH:5]=[C:6]([Cl:8])[CH:7]=1, predict the reactants needed to synthesize it. The reactants are: [Cl:1][C:2]1[C:3]([C:9]2[CH2:12][CH2:11][C:10]=2[NH:13][C:14](=[O:25])[C:15]2[CH:20]=[CH:19][CH:18]=[CH:17][C:16]=2[C:21]([F:24])([F:23])[F:22])=[N:4][CH:5]=[C:6]([Cl:8])[CH:7]=1. (7) Given the product [CH3:18][C:10]1[CH:11]=[C:12]([N+:15]([O-:17])=[O:16])[N:13]=[CH:14][C:9]=1[O:8][C:6]1[CH:5]=[CH:4][N:3]=[C:2]([NH:22][C:19](=[O:21])[CH3:20])[CH:7]=1, predict the reactants needed to synthesize it. The reactants are: Cl[C:2]1[CH:7]=[C:6]([O:8][C:9]2[C:10]([CH3:18])=[CH:11][C:12]([N+:15]([O-:17])=[O:16])=[N:13][CH:14]=2)[CH:5]=[CH:4][N:3]=1.[C:19]([NH2:22])(=[O:21])[CH3:20].C([O-])([O-])=O.[Cs+].[Cs+].CC(C1C=C(C(C)C)C(C2C=CC=CC=2P(C2CCCCC2)C2CCCCC2)=C(C(C)C)C=1)C.